Dataset: Full USPTO retrosynthesis dataset with 1.9M reactions from patents (1976-2016). Task: Predict the reactants needed to synthesize the given product. (1) Given the product [F:31][C:2]1([F:1])[O:6][C:5]2[CH:7]=[CH:8][C:9]([C:11]3[C:19]4[C:14](=[N:15][CH:16]=[C:17]([C:20]5[CH:21]=[N:22][N:23]([CH:25]6[CH2:26][CH2:27][N:28]([CH3:32])[CH2:29][CH2:30]6)[CH:24]=5)[CH:18]=4)[NH:13][CH:12]=3)=[CH:10][C:4]=2[O:3]1, predict the reactants needed to synthesize it. The reactants are: [F:1][C:2]1([F:31])[O:6][C:5]2[CH:7]=[CH:8][C:9]([C:11]3[C:19]4[C:14](=[N:15][CH:16]=[C:17]([C:20]5[CH:21]=[N:22][N:23]([CH:25]6[CH2:30][CH2:29][NH:28][CH2:27][CH2:26]6)[CH:24]=5)[CH:18]=4)[NH:13][CH:12]=3)=[CH:10][C:4]=2[O:3]1.[CH2:32](N(CC)CC)C.CI. (2) Given the product [CH2:24]([O:23][C:20]([NH:9][CH2:10][C@@H:11]([CH2:15][CH2:16][CH2:17][CH2:18][CH3:19])[C:12]([OH:14])=[O:13])=[O:22])[C:25]1[CH:17]=[CH:16][CH:15]=[CH:11][CH:10]=1, predict the reactants needed to synthesize it. The reactants are: C(O[NH:9][CH2:10][C@@H:11]([CH2:15][CH2:16][CH2:17][CH2:18][CH3:19])[C:12]([OH:14])=[O:13])C1C=CC=CC=1.[C:20]([O:23][C:24](=O)[CH3:25])(=[O:22])C. (3) Given the product [C:24]([O:23][C:21](=[O:22])[NH:20][CH2:19][CH:18]([OH:28])[CH2:17][NH:16][C:14](=[O:15])[C@@H:13]([NH:29][C:30]([O:32][C:33]([CH3:36])([CH3:35])[CH3:34])=[O:31])[CH2:12][CH2:11][NH2:10])([CH3:27])([CH3:25])[CH3:26], predict the reactants needed to synthesize it. The reactants are: C(OC(=O)[NH:10][CH2:11][CH2:12][C@H:13]([NH:29][C:30]([O:32][C:33]([CH3:36])([CH3:35])[CH3:34])=[O:31])[C:14]([NH:16][CH2:17][CH:18]([OH:28])[CH2:19][NH:20][C:21]([O:23][C:24]([CH3:27])([CH3:26])[CH3:25])=[O:22])=[O:15])C1C=CC=CC=1. (4) Given the product [Br:1][C:2]1[CH:3]=[C:4]2[C:9](=[C:10]([OH:12])[CH:11]=1)[N:8]=[C:7]([Cl:14])[N:6]=[CH:5]2, predict the reactants needed to synthesize it. The reactants are: [Br:1][C:2]1[CH:3]=[C:4]2[C:9](=[C:10]([O:12]C)[CH:11]=1)[N:8]=[C:7]([Cl:14])[N:6]=[CH:5]2.B(Br)(Br)Br. (5) Given the product [C:1]([C:5]1[CH:6]=[C:7]([NH:17][C:18]([NH:19][C:20]2[S:24][C:23]([C:25]([N:52]3[CH2:57][CH2:56][O:55][CH2:54][CH2:53]3)=[O:26])=[C:22]([Cl:28])[C:21]=2[CH3:29])=[O:30])[N:8]([C:10]2[CH:15]=[CH:14][C:13]([F:16])=[CH:12][CH:11]=2)[N:9]=1)([CH3:4])([CH3:2])[CH3:3], predict the reactants needed to synthesize it. The reactants are: [C:1]([C:5]1[CH:6]=[C:7]([NH:17][C:18](=[O:30])[NH:19][C:20]2[S:24][C:23]([C:25](O)=[O:26])=[C:22]([Cl:28])[C:21]=2[CH3:29])[N:8]([C:10]2[CH:15]=[CH:14][C:13]([F:16])=[CH:12][CH:11]=2)[N:9]=1)([CH3:4])([CH3:3])[CH3:2].CCN=C=NCCCN(C)C.C1C=NC2N(O)N=NC=2C=1.[NH:52]1[CH2:57][CH2:56][O:55][CH2:54][CH2:53]1. (6) Given the product [Si:23]([O:30][CH2:31][C:32](=[O:46])[CH2:33][O:34][C:35]1[CH:40]=[CH:39][C:38]([C:41]([F:44])([F:43])[F:42])=[CH:37][C:36]=1[I:45])([C:26]([CH3:29])([CH3:28])[CH3:27])([CH3:25])[CH3:24], predict the reactants needed to synthesize it. The reactants are: CC(OI1(OC(C)=O)(OC(C)=O)OC(=O)C2C=CC=CC1=2)=O.[Si:23]([O:30][CH2:31][CH:32]([OH:46])[CH2:33][O:34][C:35]1[CH:40]=[CH:39][C:38]([C:41]([F:44])([F:43])[F:42])=[CH:37][C:36]=1[I:45])([C:26]([CH3:29])([CH3:28])[CH3:27])([CH3:25])[CH3:24].